Dataset: Reaction yield outcomes from USPTO patents with 853,638 reactions. Task: Predict the reaction yield, written as a fraction of the theoretical maximum amount of product (1.0 means a 100% yield; for example, 0.34 means a 34% yield). (1) The reactants are C([O:5][C:6](=[O:17])[CH2:7][O:8][CH2:9][C:10]1[CH:15]=[CH:14][C:13]([F:16])=[CH:12][CH:11]=1)(C)(C)C. The catalyst is C(O)(C(F)(F)F)=O.C(Cl)Cl. The product is [F:16][C:13]1[CH:12]=[CH:11][C:10]([CH2:9][O:8][CH2:7][C:6]([OH:17])=[O:5])=[CH:15][CH:14]=1. The yield is 0.940. (2) The reactants are [C:1](Cl)(=[O:4])[CH:2]=[CH2:3].[CH3:6][N:7]([CH3:39])[C@H:8]1[CH2:12][CH2:11][N:10]([C:13]2[CH:18]=[C:17]([O:19][CH3:20])[C:16]([NH:21][C:22]3[N:27]=[C:26]([C:28]4[C:36]5[C:31](=[CH:32][CH:33]=[CH:34][CH:35]=5)[N:30]([CH3:37])[CH:29]=4)[CH:25]=[CH:24][N:23]=3)=[CH:15][C:14]=2[NH2:38])[CH2:9]1. The catalyst is C(Cl)Cl. The product is [CH3:39][N:7]([CH3:6])[C@H:8]1[CH2:12][CH2:11][N:10]([C:13]2[CH:18]=[C:17]([O:19][CH3:20])[C:16]([NH:21][C:22]3[N:27]=[C:26]([C:28]4[C:36]5[C:31](=[CH:32][CH:33]=[CH:34][CH:35]=5)[N:30]([CH3:37])[CH:29]=4)[CH:25]=[CH:24][N:23]=3)=[CH:15][C:14]=2[NH:38][C:1](=[O:4])[CH:2]=[CH2:3])[CH2:9]1. The yield is 0.330.